Dataset: Catalyst prediction with 721,799 reactions and 888 catalyst types from USPTO. Task: Predict which catalyst facilitates the given reaction. (1) Reactant: [NH2:1][C:2]1[CH:28]=[CH:27][C:5]([O:6][C:7]2[CH:12]=[CH:11][N:10]=[C:9]([NH:13][C:14]([N:16]3[CH2:21][CH2:20][N:19]([CH:22]4[CH2:25][N:24]([CH3:26])[CH2:23]4)[CH2:18][CH2:17]3)=[O:15])[CH:8]=2)=[CH:4][CH:3]=1.[F:29][C:30]1[CH:35]=[CH:34][C:33]([CH2:36][C:37]([N:39]=[C:40]=[O:41])=[O:38])=[CH:32][CH:31]=1.C(OCC)C. Product: [F:29][C:30]1[CH:31]=[CH:32][C:33]([CH2:36][C:37]([NH:39][C:40](=[O:41])[NH:1][C:2]2[CH:28]=[CH:27][C:5]([O:6][C:7]3[CH:12]=[CH:11][N:10]=[C:9]([NH:13][C:14]([N:16]4[CH2:21][CH2:20][N:19]([CH:22]5[CH2:23][N:24]([CH3:26])[CH2:25]5)[CH2:18][CH2:17]4)=[O:15])[CH:8]=3)=[CH:4][CH:3]=2)=[O:38])=[CH:34][CH:35]=1. The catalyst class is: 54. (2) Reactant: [CH3:1][O:2][C:3]1[CH:4]=[CH:5][C:6]2[N:11]=[CH:10][C:9](=[O:12])[NH:8][C:7]=2[N:13]=1.[H-].[Na+].Br[CH2:17][CH2:18][C@H:19]1[CH2:21][O:20]1. Product: [CH3:1][O:2][C:3]1[CH:4]=[CH:5][C:6]2[N:11]=[CH:10][C:9](=[O:12])[N:8]([CH2:17][CH2:18][C@H:19]3[CH2:21][O:20]3)[C:7]=2[N:13]=1. The catalyst class is: 3. (3) Reactant: [N:1]1([C:7]([O:9][C:10]([CH3:13])([CH3:12])[CH3:11])=[O:8])[CH2:6][CH2:5][NH:4][CH2:3][CH2:2]1.Cl[C:15]1[C:20]([Cl:21])=[CH:19][CH:18]=[CH:17][N:16]=1.C(N(C(C)C)CC)(C)C. Product: [Cl:21][C:20]1[C:15]([N:4]2[CH2:5][CH2:6][N:1]([C:7]([O:9][C:10]([CH3:13])([CH3:12])[CH3:11])=[O:8])[CH2:2][CH2:3]2)=[N:16][CH:17]=[CH:18][CH:19]=1. The catalyst class is: 3. (4) Reactant: [CH3:1][S:2]([O:5][C:6]1[CH:33]=[CH:32][C:9]([O:10][CH2:11][CH2:12][CH2:13][C:14]2[CH:31]=[CH:30][C:17]([O:18][CH2:19][C:20]3[CH:29]=[CH:28][CH:27]=[CH:26][C:21]=3[C:22]([O:24]C)=[O:23])=[CH:16][CH:15]=2)=[CH:8][CH:7]=1)(=[O:4])=[O:3].[OH-].[Li+].Cl. Product: [CH3:1][S:2]([O:5][C:6]1[CH:33]=[CH:32][C:9]([O:10][CH2:11][CH2:12][CH2:13][C:14]2[CH:31]=[CH:30][C:17]([O:18][CH2:19][C:20]3[CH:29]=[CH:28][CH:27]=[CH:26][C:21]=3[C:22]([OH:24])=[O:23])=[CH:16][CH:15]=2)=[CH:8][CH:7]=1)(=[O:4])=[O:3]. The catalyst class is: 20.